From a dataset of Full USPTO retrosynthesis dataset with 1.9M reactions from patents (1976-2016). Predict the reactants needed to synthesize the given product. (1) Given the product [CH3:47][C:32]1[CH:31]=[C:30]([OH:29])[CH:35]=[CH:34][C:33]=1[NH:36][C:37]1[S:38][C:39]([C:42]2[CH:46]=[CH:45][S:44][CH:43]=2)=[CH:40][N:41]=1, predict the reactants needed to synthesize it. The reactants are: N1(CCOC2C=CC(NC3SC(C4C=CC(O)=CC=4)=CN=3)=CC=2)CCCC1.C[O:29][C:30]1[CH:35]=[CH:34][C:33]([NH:36][C:37]2[S:38][C:39]([C:42]3[CH:46]=[CH:45][S:44][CH:43]=3)=[CH:40][N:41]=2)=[C:32]([CH3:47])[CH:31]=1.B(Br)(Br)Br. (2) The reactants are: [N+:1]([C:4]1[CH:9]=[CH:8][C:7]([N:10]2[CH:14]=[C:13]([CH2:15][NH2:16])[N:12]=[N:11]2)=[CH:6][CH:5]=1)([O-:3])=[O:2].[C:17](=O)(O)[O-:18].[Na+].[C:22](Cl)(Cl)=[S:23]. Given the product [CH3:17][O:18][C:22](=[S:23])[NH:16][CH2:15][C:13]1[N:12]=[N:11][N:10]([C:7]2[CH:8]=[CH:9][C:4]([N+:1]([O-:3])=[O:2])=[CH:5][CH:6]=2)[CH:14]=1, predict the reactants needed to synthesize it. (3) Given the product [S:1]1[CH:5]=[CH:4][C:3]([C:10]2[CH:35]=[CH:34][C:13]([O:14][CH2:15][CH2:16][CH2:17][O:18][C:19]3[CH:20]=[C:21]4[C:25](=[CH:26][CH:27]=3)[C@H:24]([CH2:28][C:29]([O:31][CH2:32][CH3:33])=[O:30])[CH2:23][CH2:22]4)=[CH:12][CH:11]=2)=[CH:2]1, predict the reactants needed to synthesize it. The reactants are: [S:1]1[CH:5]=[CH:4][C:3](B(O)O)=[CH:2]1.I[C:10]1[CH:35]=[CH:34][C:13]([O:14][CH2:15][CH2:16][CH2:17][O:18][C:19]2[CH:20]=[C:21]3[C:25](=[CH:26][CH:27]=2)[C@H:24]([CH2:28][C:29]([O:31][CH2:32][CH3:33])=[O:30])[CH2:23][CH2:22]3)=[CH:12][CH:11]=1.O1CCOCC1.C([O-])([O-])=O.[Na+].[Na+]. (4) Given the product [Br:1][C:2]1[CH:3]=[CH:4][C:5]([CH2:8][C:9]([NH:12][C:13]2[CH:18]=[CH:17][CH:16]=[C:15]([CH3:19])[CH:14]=2)=[O:11])=[CH:6][CH:7]=1, predict the reactants needed to synthesize it. The reactants are: [Br:1][C:2]1[CH:7]=[CH:6][C:5]([CH2:8][C:9]([OH:11])=O)=[CH:4][CH:3]=1.[NH2:12][C:13]1[CH:18]=[CH:17][CH:16]=[C:15]([CH3:19])[CH:14]=1.C1C=CC2N(O)N=NC=2C=1.CN1CCOCC1.CCN=C=NCCCN(C)C. (5) Given the product [Br:3][C:4]1[CH:5]=[N:6][CH:7]=[C:8]([C:10]#[CH:11])[CH:9]=1, predict the reactants needed to synthesize it. The reactants are: [OH-].[K+].[Br:3][C:4]1[CH:5]=[N:6][CH:7]=[C:8]([C:10]#[C:11][Si](C)(C)C)[CH:9]=1. (6) Given the product [Cl:13][C:8]1[CH:9]=[C:10]([Cl:12])[CH:11]=[C:6]([OH:2])[N:7]=1, predict the reactants needed to synthesize it. The reactants are: N([O-])=[O:2].[Na+].N[C:6]1[CH:11]=[C:10]([Cl:12])[CH:9]=[C:8]([Cl:13])[N:7]=1.